Dataset: Catalyst prediction with 721,799 reactions and 888 catalyst types from USPTO. Task: Predict which catalyst facilitates the given reaction. Product: [ClH:67].[NH2:8][CH2:9][C@H:10]1[CH2:11][CH2:12][C@H:13]([C:16]([NH:18][C@H:19]([C:50](=[O:66])[NH:51][C:52]2[CH:53]=[CH:54][C:55]3[N:59]=[C:58]([N:60]4[CH:64]=[CH:63][CH:62]=[N:61]4)[NH:57][C:56]=3[CH:65]=2)[CH2:20][C:21]2[CH:26]=[CH:25][C:24]([C:27]3[CH:32]=[CH:31][C:30]([C:33]([NH:35][CH:36]4[CH2:41][CH2:40][NH:39][CH2:38][CH2:37]4)=[O:34])=[CH:29][C:28]=3[CH3:49])=[CH:23][CH:22]=2)=[O:17])[CH2:14][CH2:15]1. The catalyst class is: 12. Reactant: C(OC([NH:8][CH2:9][C@H:10]1[CH2:15][CH2:14][C@H:13]([C:16]([NH:18][C@H:19]([C:50](=[O:66])[NH:51][C:52]2[CH:53]=[CH:54][C:55]3[N:59]=[C:58]([N:60]4[CH:64]=[CH:63][CH:62]=[N:61]4)[NH:57][C:56]=3[CH:65]=2)[CH2:20][C:21]2[CH:26]=[CH:25][C:24]([C:27]3[CH:32]=[CH:31][C:30]([C:33]([NH:35][CH:36]4[CH2:41][CH2:40][N:39](C(OC(C)(C)C)=O)[CH2:38][CH2:37]4)=[O:34])=[CH:29][C:28]=3[CH3:49])=[CH:23][CH:22]=2)=[O:17])[CH2:12][CH2:11]1)=O)(C)(C)C.[ClH:67].